This data is from Experimentally validated miRNA-target interactions with 360,000+ pairs, plus equal number of negative samples. The task is: Binary Classification. Given a miRNA mature sequence and a target amino acid sequence, predict their likelihood of interaction. The miRNA is mmu-miR-18b-5p with sequence UAAGGUGCAUCUAGUGCUGUUAG. The protein sequence of the target gene is MGGRMWLPFPVLLLSALPAALLRGAAGFTPSLDSDFTFTLPAGRKECFYQPMPLKASLEIEYQVLDGGELDIDFHLTSPEGRTLVFEQRKSDGVHTIETEDGDYMFCFDNTFSTISEKVIFFELILDNMGEEVQGQEDWKKYITNTDVLEMKLEDILESINSIKSRLSKSGHIQTLLRAFEARDRNIQESNFDRVNFWSVVNLMVMVVVSAIQVYTLKSLFEDKRKSRT. Result: 0 (no interaction).